Dataset: Forward reaction prediction with 1.9M reactions from USPTO patents (1976-2016). Task: Predict the product of the given reaction. Given the reactants [CH3:1][CH:2]([NH:22][C:23]1[S:24][CH:25]=[C:26]([C:28]2[CH:33]=[CH:32][CH:31]=[CH:30][CH:29]=2)[N:27]=1)[C:3]1[CH:21]=[CH:20][C:6]([CH2:7][O:8][C:9]2[CH:14]=[CH:13][C:12]([CH2:15][C:16]([O:18]C)=[O:17])=[CH:11][CH:10]=2)=[CH:5][CH:4]=1.[OH-].[Na+].CO.Cl, predict the reaction product. The product is: [CH3:1][CH:2]([NH:22][C:23]1[S:24][CH:25]=[C:26]([C:28]2[CH:33]=[CH:32][CH:31]=[CH:30][CH:29]=2)[N:27]=1)[C:3]1[CH:4]=[CH:5][C:6]([CH2:7][O:8][C:9]2[CH:10]=[CH:11][C:12]([CH2:15][C:16]([OH:18])=[O:17])=[CH:13][CH:14]=2)=[CH:20][CH:21]=1.